From a dataset of Catalyst prediction with 721,799 reactions and 888 catalyst types from USPTO. Predict which catalyst facilitates the given reaction. (1) Product: [OH:18][C:13]1[CH:14]=[CH:15][CH:16]=[CH:17][C:12]=1[C:8]1[N:7]=[C:6]([N:19]2[CH2:24][CH2:23][N:22]([C:30](=[O:31])[C:29](=[O:33])[CH2:28][CH2:27][S:26][CH3:25])[CH2:21][CH2:20]2)[C:5]2[C:10](=[CH:11][C:2]([CH3:1])=[CH:3][CH:4]=2)[N:9]=1. Reactant: [CH3:1][C:2]1[CH:11]=[C:10]2[C:5]([C:6]([N:19]3[CH2:24][CH2:23][NH:22][CH2:21][CH2:20]3)=[N:7][C:8]([C:12]3[CH:17]=[CH:16][CH:15]=[CH:14][C:13]=3[OH:18])=[N:9]2)=[CH:4][CH:3]=1.[CH3:25][S:26][CH2:27][CH2:28][C:29](=[O:33])[C:30]([O-])=[O:31].[Na+].F[P-](F)(F)(F)(F)F.N1(O[P+](N(C)C)(N(C)C)N(C)C)C2C=CC=CC=2N=N1.C(N(CC)CC)C.C([O-])(O)=O.[Na+]. The catalyst class is: 2. (2) Reactant: [F:1][C:2]1[CH:7]=[CH:6][C:5]([C@H:8]2[C@H:13]([C:14]([O:16]C)=[O:15])[CH2:12][CH2:11][N:10]([CH2:18][CH2:19][C:20]3[CH:25]=[CH:24][CH:23]=[CH:22][CH:21]=3)[CH2:9]2)=[CH:4][CH:3]=1.[OH-].[Li+]. Product: [F:1][C:2]1[CH:7]=[CH:6][C:5]([C@H:8]2[C@H:13]([C:14]([OH:16])=[O:15])[CH2:12][CH2:11][N:10]([CH2:18][CH2:19][C:20]3[CH:21]=[CH:22][CH:23]=[CH:24][CH:25]=3)[CH2:9]2)=[CH:4][CH:3]=1. The catalyst class is: 1. (3) Reactant: C(C(O)=O)(C(O)=[O:14])CCCCCCCCCCC.COS([O-])(=O)=O.OC1C=CC([S+](C)C)=CC=1.[CH:35]1([N:41]=[C:42]=[N:43][CH:44]2[CH2:49][CH2:48][CH2:47][CH2:46][CH2:45]2)[CH2:40][CH2:39][CH2:38][CH2:37][CH2:36]1. Product: [CH:44]1([NH:43][C:42](=[O:14])[NH:41][CH:35]2[CH2:36][CH2:37][CH2:38][CH2:39][CH2:40]2)[CH2:49][CH2:48][CH2:47][CH2:46][CH2:45]1. The catalyst class is: 10. (4) Reactant: O.NN.[CH3:4][O:5][C:6]1[CH:7]=[C:8]2[C:13](=[C:14]([O:16][CH3:17])[CH:15]=1)[C:12](=[O:18])[NH:11][C:10]([C:19]1[CH:38]=[C:37]([CH3:39])[C:22]([O:23][CH2:24][CH2:25][N:26]3C(=O)C4C(=CC=CC=4)C3=O)=[C:21]([CH3:40])[CH:20]=1)=[CH:9]2. Product: [NH2:26][CH2:25][CH2:24][O:23][C:22]1[C:21]([CH3:40])=[CH:20][C:19]([C:10]2[NH:11][C:12](=[O:18])[C:13]3[C:8]([CH:9]=2)=[CH:7][C:6]([O:5][CH3:4])=[CH:15][C:14]=3[O:16][CH3:17])=[CH:38][C:37]=1[CH3:39]. The catalyst class is: 8. (5) Product: [OH:13][CH2:12][CH2:11][C:7]1[CH:6]=[C:5]([C:3]2[N:20]=[C:18]([NH:17][C:14](=[O:16])[CH3:15])[S:19][CH:2]=2)[CH:10]=[CH:9][CH:8]=1. Reactant: Br[CH2:2][C:3]([C:5]1[CH:10]=[CH:9][CH:8]=[C:7]([CH2:11][CH2:12][OH:13])[CH:6]=1)=O.[C:14]([NH:17][C:18]([NH2:20])=[S:19])(=[O:16])[CH3:15]. The catalyst class is: 7.